From a dataset of Full USPTO retrosynthesis dataset with 1.9M reactions from patents (1976-2016). Predict the reactants needed to synthesize the given product. Given the product [CH3:38][C:31]1[CH2:32][CH2:33][CH2:34][C:35]([CH3:36])([CH3:37])[C:30]=1/[CH:29]=[CH:28]/[C:26](/[CH3:27])=[CH:25]/[CH:24]=[CH:23]/[C:21](/[CH3:22])=[CH:20]/[CH:19]=[O:18].[C:16]([O-:18])(=[O:17])[CH2:15][CH2:14][CH2:13][CH2:12][CH2:11][CH2:10][CH2:9][CH2:8][CH2:7][CH2:6][CH2:5][CH2:4][CH2:3][CH2:2][CH3:1], predict the reactants needed to synthesize it. The reactants are: [CH3:1][CH2:2][CH2:3][CH2:4][CH2:5][CH2:6][CH2:7][CH2:8][CH2:9][CH2:10][CH2:11][CH2:12][CH2:13][CH2:14][CH2:15][C:16]([O:18][CH2:19]/[CH:20]=[C:21](/[CH:23]=[CH:24]/[CH:25]=[C:26](/[CH:28]=[CH:29]/[C:30]1[C:35]([CH3:37])([CH3:36])[CH2:34][CH2:33][CH2:32][C:31]=1[CH3:38])\[CH3:27])\[CH3:22])=[O:17].